This data is from Full USPTO retrosynthesis dataset with 1.9M reactions from patents (1976-2016). The task is: Predict the reactants needed to synthesize the given product. Given the product [ClH:1].[C:2]12([CH2:12][CH2:13][NH:14][CH2:24][CH2:23][C:22]([O:26][C:27]([CH3:30])([CH3:29])[CH3:28])=[O:25])[CH2:9][CH:8]3[CH2:7][CH:6]([CH2:5][CH:4]([CH2:10]3)[CH2:3]1)[CH2:11]2, predict the reactants needed to synthesize it. The reactants are: [ClH:1].[C:2]12([CH2:12][CH2:13][NH2:14])[CH2:11][CH:6]3[CH2:7][CH:8]([CH2:10][CH:4]([CH2:5]3)[CH2:3]1)[CH2:9]2.C(N(CC)CC)C.[C:22]([O:26][C:27]([CH3:30])([CH3:29])[CH3:28])(=[O:25])[CH:23]=[CH2:24].Cl.C(OCC)(=O)C.